Dataset: Tox21: 12 toxicity assays (nuclear receptors and stress response pathways). Task: Binary classification across 12 toxicity assays. (1) The molecule is Cc1cc(C)c(C)c(O)c1. It tested positive (active) for: SR-MMP (Mitochondrial Membrane Potential disruption). (2) The molecule is CC(O)C(=O)O.CCCCCCCCCCCCCCNCCO. It tested positive (active) for: NR-ER (Estrogen Receptor agonist activity).